Task: Regression. Given a peptide amino acid sequence and an MHC pseudo amino acid sequence, predict their binding affinity value. This is MHC class I binding data.. Dataset: Peptide-MHC class I binding affinity with 185,985 pairs from IEDB/IMGT (1) The peptide sequence is KPTFKHASV. The MHC is HLA-B51:01 with pseudo-sequence HLA-B51:01. The binding affinity (normalized) is 0.0847. (2) The peptide sequence is NLVIGFLFL. The MHC is HLA-A02:03 with pseudo-sequence HLA-A02:03. The binding affinity (normalized) is 0.444. (3) The peptide sequence is RVYQILQPI. The MHC is Mamu-A2601 with pseudo-sequence Mamu-A2601. The binding affinity (normalized) is 0.160.